This data is from Merck oncology drug combination screen with 23,052 pairs across 39 cell lines. The task is: Regression. Given two drug SMILES strings and cell line genomic features, predict the synergy score measuring deviation from expected non-interaction effect. (1) Drug 1: CN1C(=O)C=CC2(C)C3CCC4(C)C(NC(=O)OCC(F)(F)F)CCC4C3CCC12. Drug 2: CN(C)C(=N)N=C(N)N. Cell line: NCIH2122. Synergy scores: synergy=-7.22. (2) Drug 1: CCC1(O)CC2CN(CCc3c([nH]c4ccccc34)C(C(=O)OC)(c3cc4c(cc3OC)N(C)C3C(O)(C(=O)OC)C(OC(C)=O)C5(CC)C=CCN6CCC43C65)C2)C1. Synergy scores: synergy=-31.6. Drug 2: CCc1cnn2c(NCc3ccc[n+]([O-])c3)cc(N3CCCCC3CCO)nc12. Cell line: NCIH520. (3) Drug 1: CCC1=CC2CN(C1)Cc1c([nH]c3ccccc13)C(C(=O)OC)(c1cc3c(cc1OC)N(C)C1C(O)(C(=O)OC)C(OC(C)=O)C4(CC)C=CCN5CCC31C54)C2. Drug 2: NC1(c2ccc(-c3nc4ccn5c(=O)[nH]nc5c4cc3-c3ccccc3)cc2)CCC1. Cell line: A427. Synergy scores: synergy=-0.590. (4) Drug 1: CS(=O)(=O)CCNCc1ccc(-c2ccc3ncnc(Nc4ccc(OCc5cccc(F)c5)c(Cl)c4)c3c2)o1. Drug 2: COC1CC2CCC(C)C(O)(O2)C(=O)C(=O)N2CCCCC2C(=O)OC(C(C)CC2CCC(OP(C)(C)=O)C(OC)C2)CC(=O)C(C)C=C(C)C(O)C(OC)C(=O)C(C)CC(C)C=CC=CC=C1C. Cell line: EFM192B. Synergy scores: synergy=52.3. (5) Drug 1: O=c1[nH]cc(F)c(=O)[nH]1. Drug 2: CC(C)CC(NC(=O)C(Cc1ccccc1)NC(=O)c1cnccn1)B(O)O. Cell line: NCIH460. Synergy scores: synergy=-19.0.